Dataset: Forward reaction prediction with 1.9M reactions from USPTO patents (1976-2016). Task: Predict the product of the given reaction. (1) Given the reactants [Cl:1][C:2]1[CH:7]=[C:6](I)[CH:5]=[CH:4][N:3]=1.[Cl:9][C:10]1[CH:15]=[CH:14][CH:13]=[CH:12][C:11]=1[C:16]1[C:20]([C:21]([O:23][CH3:24])=[O:22])=[CH:19][NH:18][N:17]=1.CN[C@@H]1CCCC[C@H]1NC.C(=O)([O-])[O-].[K+].[K+], predict the reaction product. The product is: [Cl:9][C:10]1[CH:15]=[CH:14][CH:13]=[CH:12][C:11]=1[C:16]1[C:20]([C:21]([O:23][CH3:24])=[O:22])=[CH:19][N:18]([C:6]2[CH:5]=[CH:4][N:3]=[C:2]([Cl:1])[CH:7]=2)[N:17]=1. (2) Given the reactants [C:1]([C:4]1[CH:5]=[C:6]([C:11]2[C:12]([C@@H:17]([NH:27]C(=O)OC(C)(C)C)[CH2:18][C:19]3[CH:24]=[C:23]([F:25])[CH:22]=[C:21]([F:26])[CH:20]=3)=[N:13][CH:14]=[N:15][CH:16]=2)[CH:7]=[CH:8][C:9]=1[F:10])(=[O:3])[NH2:2].Cl, predict the reaction product. The product is: [NH2:27][C@H:17]([C:12]1[C:11]([C:6]2[CH:7]=[CH:8][C:9]([F:10])=[C:4]([CH:5]=2)[C:1]([NH2:2])=[O:3])=[CH:16][N:15]=[CH:14][N:13]=1)[CH2:18][C:19]1[CH:24]=[C:23]([F:25])[CH:22]=[C:21]([F:26])[CH:20]=1. (3) Given the reactants [ClH:1].[I:2][C:3]1[CH:4]=[CH:5][C:6](N)=[N:7][C:8]=1[CH3:9].N([O-])=O.[Na+], predict the reaction product. The product is: [Cl:1][C:6]1[N:7]=[C:8]([CH3:9])[C:3]([I:2])=[CH:4][CH:5]=1.